This data is from Forward reaction prediction with 1.9M reactions from USPTO patents (1976-2016). The task is: Predict the product of the given reaction. (1) The product is: [CH3:19][NH:21][C:15]([N:17]([CH3:18])[C:9]([C:5]1[CH:4]=[C:3]([Cl:2])[CH:8]=[CH:7][N:6]=1)=[O:10])=[O:16]. Given the reactants Cl.[Cl:2][C:3]1[CH:8]=[CH:7][N:6]=[C:5]([C:9](Cl)=[O:10])[CH:4]=1.Cl.NC[C:15]([NH:17][CH3:18])=[O:16].[CH2:19]([N:21](CC)CC)C, predict the reaction product. (2) Given the reactants [NH2:1][C:2]1[N:7]=[C:6]([O:8][CH2:9][C:10]2[CH:15]=[CH:14][C:13]([CH2:16][NH:17][C:18](=[O:23])[C:19]([F:22])([F:21])[F:20])=[CH:12][CH:11]=2)[C:5]([N:24]=O)=[C:4]([NH2:26])[N:3]=1.C1(P(C2C=CC=CC=2)C2C=CC=CC=2)C=CC=CC=1, predict the reaction product. The product is: [NH2:1][C:2]1[N:7]=[C:6]([O:8][CH2:9][C:10]2[CH:11]=[CH:12][C:13]([CH2:16][NH:17][C:18](=[O:23])[C:19]([F:22])([F:20])[F:21])=[CH:14][CH:15]=2)[C:5]([NH2:24])=[C:4]([NH2:26])[N:3]=1. (3) Given the reactants [N:1]1([C:6]([O:8][C:9]2[CH:14]=[C:13]([F:15])[CH:12]=[CH:11][C:10]=2/[CH:16]=[C:17]2/[C:18](=[O:28])[N:19]=[C:20]([N:22]3[CH2:27][CH2:26][CH2:25][CH2:24][NH:23]3)[S:21]/2)=[O:7])[CH2:5][CH2:4][CH2:3][CH2:2]1.I(C1C=CC=CC=1)=O, predict the reaction product. The product is: [N:1]1([C:6]([O:8][C:9]2[CH:14]=[C:13]([F:15])[CH:12]=[CH:11][C:10]=2/[CH:16]=[C:17]2\[C:18](=[O:28])[N:19]=[C:20]([N:22]3[CH2:27][CH2:26][CH2:25][CH:24]=[N:23]3)[S:21]\2)=[O:7])[CH2:5][CH2:4][CH2:3][CH2:2]1.